This data is from Full USPTO retrosynthesis dataset with 1.9M reactions from patents (1976-2016). The task is: Predict the reactants needed to synthesize the given product. (1) Given the product [F:40][C:41]1[C:42]([C@H:47]([C:49]2[CH:54]=[CH:53][C:52]([C:55]([F:57])([F:58])[F:56])=[CH:51][CH:50]=2)[NH:48][C:9]([C:6]2[CH:7]=[N:8][C:3]([O:2][CH3:1])=[N:4][CH:5]=2)=[O:11])=[N:43][CH:44]=[CH:45][CH:46]=1, predict the reactants needed to synthesize it. The reactants are: [CH3:1][O:2][C:3]1[N:8]=[CH:7][C:6]([C:9]([OH:11])=O)=[CH:5][N:4]=1.CCN(C(C)C)C(C)C.C1C=CC(P(N=[N+]=[N-])(C2C=CC=CC=2)=O)=CC=1.Cl.Cl.[F:40][C:41]1[C:42]([C@H:47]([C:49]2[CH:54]=[CH:53][C:52]([C:55]([F:58])([F:57])[F:56])=[CH:51][CH:50]=2)[NH2:48])=[N:43][CH:44]=[CH:45][CH:46]=1. (2) Given the product [Br:8][C:9]1[CH:10]=[CH:11][C:12]([CH2:13][C:14]2[CH:15]=[N:16][C:17]3[N:18]([N:20]=[CH:21][C:22]=3[C:23]([NH:25][CH2:26][CH2:27][NH:28][CH:3]=[O:4])=[O:24])[CH:19]=2)=[CH:29][CH:30]=1, predict the reactants needed to synthesize it. The reactants are: FC(F)(F)[C:3]([O-])=[O:4].[Br:8][C:9]1[CH:30]=[CH:29][C:12]([CH2:13][C:14]2[CH:15]=[N:16][C:17]3[N:18]([N:20]=[CH:21][C:22]=3[C:23]([NH:25][CH2:26][CH2:27][NH3+:28])=[O:24])[CH:19]=2)=[CH:11][CH:10]=1.C(O)=O.CN(C(ON1N=NC2C=CC=CC1=2)=[N+](C)C)C.[B-](F)(F)(F)F.C(N(CC)CC)C. (3) Given the product [F:42][C:15]([F:14])([F:41])[CH2:16][NH:17][C:18]1[CH:35]=[CH:34][C:21]2[NH:22][C:23]([C:25]3[CH:33]=[CH:32][C:28]([C:29]([NH:11][C:10]4[CH:12]=[CH:13][C:7]([N:4]5[CH2:3][CH2:2][O:1][CH2:6][CH2:5]5)=[CH:8][CH:9]=4)=[O:30])=[CH:27][CH:26]=3)=[N:24][C:20]=2[CH:19]=1, predict the reactants needed to synthesize it. The reactants are: [O:1]1[CH2:6][CH2:5][N:4]([C:7]2[CH:13]=[CH:12][C:10]([NH2:11])=[CH:9][CH:8]=2)[CH2:3][CH2:2]1.[F:14][C:15]([F:42])([F:41])[CH2:16][N:17](CC(F)(F)F)[C:18]1[CH:35]=[CH:34][C:21]2[NH:22][C:23]([C:25]3[CH:33]=[CH:32][C:28]([C:29]([O-])=[O:30])=[CH:27][CH:26]=3)=[N:24][C:20]=2[CH:19]=1. (4) The reactants are: CS[C:3]1[N:4]=[N:5][C:6]([C:20]#[N:21])=[C:7]([N:9]2[CH2:15][CH2:14][C:13]3[CH:16]=[CH:17][CH:18]=[CH:19][C:12]=3[CH2:11][CH2:10]2)[N:8]=1.[NH2:22][CH2:23][CH:24]([OH:26])[CH3:25]. Given the product [OH:26][CH:24]([CH3:25])[CH2:23][NH:22][C:3]1[N:4]=[N:5][C:6]([C:20]#[N:21])=[C:7]([N:9]2[CH2:15][CH2:14][C:13]3[CH:16]=[CH:17][CH:18]=[CH:19][C:12]=3[CH2:11][CH2:10]2)[N:8]=1, predict the reactants needed to synthesize it.